This data is from Cav3 T-type calcium channel HTS with 100,875 compounds. The task is: Binary Classification. Given a drug SMILES string, predict its activity (active/inactive) in a high-throughput screening assay against a specified biological target. (1) The drug is S(N1C(=O)c2c(C1=O)cccc2)C1CCCCC1. The result is 0 (inactive). (2) The drug is S(=O)(=O)(N1CCN(CC1)c1c(OC)cccc1)c1c2c3c([nH]c(=O)c3ccc2)cc1. The result is 0 (inactive). (3) The compound is Clc1cc(NC(O\N=C/c2ccncc2)=O)ccc1. The result is 0 (inactive). (4) The drug is S(=O)(=O)(NC(C(C)C)C(=O)NCCc1ncccc1)c1cc2OCCOc2cc1. The result is 0 (inactive). (5) The compound is O\N=C\c1n(c[n+](c1)C)C. The result is 0 (inactive). (6) The drug is Clc1cc(CSc2oc(nn2)C2NCCC2)ccc1Cl. The result is 0 (inactive). (7) The molecule is S1c2c(N(C(=O)C1)C)ccc(OC)c2. The result is 0 (inactive). (8) The molecule is O=C(N1CCc2c(C1)cccc2)CCCN1C(=O)c2c(C1=O)cccc2. The result is 0 (inactive).